The task is: Predict the product of the given reaction.. This data is from Forward reaction prediction with 1.9M reactions from USPTO patents (1976-2016). (1) Given the reactants [N+:1]([O-:4])([OH:3])=[O:2].[NH2:5][CH2:6][CH2:7][C:8]([OH:10])=[O:9].[N+:11]([O-:14])([OH:13])=[O:12].[NH2:15][CH2:16][CH2:17][C:18]([OH:20])=[O:19], predict the reaction product. The product is: [N+:1]([O-:4])([OH:3])=[O:2].[N+:11]([O-:14])([OH:13])=[O:12].[NH2:5][CH2:6][CH2:7][C:8]([OH:10])=[O:9].[N+:1]([O-:4])([OH:3])=[O:2].[N+:1]([O-:4])([OH:3])=[O:2].[N+:1]([O-:4])([OH:3])=[O:2].[NH2:15][CH2:16][CH2:17][C:18]([OH:20])=[O:19]. (2) Given the reactants [BH4-].[Na+].[Cl:3][C:4]1[N:9]=[C:8]([CH:10]2[CH2:12][CH2:11]2)[C:7]([I:13])=[C:6]([CH:14]=[O:15])[CH:5]=1, predict the reaction product. The product is: [Cl:3][C:4]1[N:9]=[C:8]([CH:10]2[CH2:12][CH2:11]2)[C:7]([I:13])=[C:6]([CH2:14][OH:15])[CH:5]=1. (3) Given the reactants [CH2:1]1[C:10]2[C:5](=[CH:6][CH:7]=[CH:8][CH:9]=2)[CH2:4][CH2:3][N:2]1[CH2:11][CH2:12][CH2:13][CH2:14][O:15][C:16]1[N:25]=[C:24]2[C:19]([CH2:20][CH2:21][C:22](=[O:26])[NH:23]2)=[CH:18][CH:17]=1.[CH2:27]1C2C(=CC=CC=2C#N)CC[NH:28]1, predict the reaction product. The product is: [O:26]=[C:22]1[NH:23][C:24]2[N:25]=[C:16]([O:15][CH2:14][CH2:13][CH2:12][CH2:11][N:2]3[CH2:3][CH2:4][C:5]4[C:10](=[C:9]([C:27]#[N:28])[CH:8]=[CH:7][CH:6]=4)[CH2:1]3)[CH:17]=[CH:18][C:19]=2[CH2:20][CH2:21]1. (4) Given the reactants C(OC([N:11]1[CH2:16][CH2:15][O:14][CH:13]([CH:17]=[CH:18][C:19]([OH:21])=[O:20])[CH2:12]1)=O)C1C=CC=CC=1, predict the reaction product. The product is: [NH:11]1[CH2:16][CH2:15][O:14][CH:13]([CH2:17][CH2:18][C:19]([OH:21])=[O:20])[CH2:12]1. (5) Given the reactants [CH3:1][C@H:2]([N:13]=[N+]=[N-])[CH2:3][C:4]1[CH:9]=[C:8]([F:10])[CH:7]=[C:6]([F:11])[C:5]=1[F:12], predict the reaction product. The product is: [CH3:1][C@H:2]([NH2:13])[CH2:3][C:4]1[CH:9]=[C:8]([F:10])[CH:7]=[C:6]([F:11])[C:5]=1[F:12]. (6) Given the reactants [CH2:1]([C:5]1([CH2:18]OS(C)(=O)=O)[CH2:10][CH2:9][N:8]([C:11]([O:13][C:14]([CH3:17])([CH3:16])[CH3:15])=[O:12])[CH2:7][CH2:6]1)[CH2:2][CH:3]=[CH2:4].[Li+].[B-](CC)(CC)CC.O, predict the reaction product. The product is: [CH2:1]([C:5]1([CH3:18])[CH2:6][CH2:7][N:8]([C:11]([O:13][C:14]([CH3:17])([CH3:16])[CH3:15])=[O:12])[CH2:9][CH2:10]1)[CH2:2][CH:3]=[CH2:4]. (7) Given the reactants [C:1]([C:5]1[CH:6]=[C:7]2[C:11](=[CH:12][CH:13]=1)[C:10](=[O:14])[CH2:9][CH2:8]2)([CH3:4])([CH3:3])[CH3:2].[N:15](OCCC(C)C)=[O:16].Cl, predict the reaction product. The product is: [C:1]([C:5]1[CH:6]=[C:7]2[C:11](=[CH:12][CH:13]=1)[C:10](=[O:14])[C:9](=[N:15][OH:16])[CH2:8]2)([CH3:4])([CH3:2])[CH3:3]. (8) Given the reactants [C:1]([CH2:4][CH2:5][C:6]([NH:8][C:9]1[CH:18]=[CH:17][C:12]([C:13]([O:15]C)=O)=[C:11]([OH:19])[CH:10]=1)=[O:7])([OH:3])=[O:2].[CH2:20]([NH2:26])[CH2:21][CH2:22][CH2:23][CH2:24][CH3:25], predict the reaction product. The product is: [CH2:20]([NH:26][C:13](=[O:15])[C:12]1[CH:17]=[CH:18][C:9]([NH:8][C:6](=[O:7])[CH2:5][CH2:4][C:1]([OH:3])=[O:2])=[CH:10][C:11]=1[OH:19])[CH2:21][CH2:22][CH2:23][CH2:24][CH3:25]. (9) Given the reactants COC1C=CC([N:9](C(C2C=CC=CC=2)C2C=CC=CC=2)[C:10]2[C:11]3[CH:18]=[CH:17][N:16]([C@@H:19]4[O:25][C@H:24]([CH2:26][O:27][C:28](=[O:36])[CH2:29][CH2:30][CH2:31][CH2:32][CH2:33][CH2:34][CH3:35])[C@@H:22]([OH:23])[C@@:20]4([CH3:37])[OH:21])[C:12]=3[N:13]=[CH:14][N:15]=2)=CC=1.CO.C(O)(=O)C, predict the reaction product. The product is: [NH2:9][C:10]1[C:11]2[CH:18]=[CH:17][N:16]([C@@H:19]3[O:25][C@H:24]([CH2:26][O:27][C:28](=[O:36])[CH2:29][CH2:30][CH2:31][CH2:32][CH2:33][CH2:34][CH3:35])[C@@H:22]([OH:23])[C@@:20]3([CH3:37])[OH:21])[C:12]=2[N:13]=[CH:14][N:15]=1.